From a dataset of Forward reaction prediction with 1.9M reactions from USPTO patents (1976-2016). Predict the product of the given reaction. (1) Given the reactants C(N(CC)CC)C.[CH2:8]([O:10][C:11]([C@@H:13]1[CH2:17][C@@H:16]([OH:18])[CH2:15][NH:14]1)=[O:12])[CH3:9].[CH2:19](Br)[C:20]1[CH:25]=[CH:24][CH:23]=[CH:22][CH:21]=1.[OH-].[Na+], predict the reaction product. The product is: [CH2:8]([O:10][C:11]([C@@H:13]1[CH2:17][C@@H:16]([OH:18])[CH2:15][N:14]1[CH2:19][C:20]1[CH:25]=[CH:24][CH:23]=[CH:22][CH:21]=1)=[O:12])[CH3:9]. (2) The product is: [Br:8][C:6]1[N:7]=[C:2]([NH:17][CH2:16][CH:13]2[CH2:14][CH2:15][O:10][CH2:11][CH2:12]2)[C:3]([NH2:9])=[N:4][CH:5]=1. Given the reactants Br[C:2]1[C:3]([NH2:9])=[N:4][CH:5]=[C:6]([Br:8])[N:7]=1.[O:10]1[CH2:15][CH2:14][CH:13]([CH2:16][NH2:17])[CH2:12][CH2:11]1, predict the reaction product. (3) Given the reactants [CH:1]1([CH2:4][O:5][C:6]2[CH:7]=[C:8]([C:16](=O)[C:17]([CH3:23])([CH3:22])[C:18](OC)=[O:19])[CH:9]=[CH:10][C:11]=2[O:12][CH:13]([F:15])[F:14])[CH2:3][CH2:2]1.O.[NH2:26][NH2:27], predict the reaction product. The product is: [CH:1]1([CH2:4][O:5][C:6]2[CH:7]=[C:8]([C:16]3[C:17]([CH3:23])([CH3:22])[C:18](=[O:19])[NH:26][N:27]=3)[CH:9]=[CH:10][C:11]=2[O:12][CH:13]([F:15])[F:14])[CH2:3][CH2:2]1. (4) Given the reactants [CH3:1][O:2][C:3]1[CH:33]=[CH:32][C:6]([C:7]([NH:9][C:10]2[C:11]([NH:16][C:17]([CH:19]3[CH2:24][CH2:23][N:22](CC4C=CC=CC=4)[CH2:21][CH2:20]3)=[O:18])=[CH:12][CH:13]=[CH:14][CH:15]=2)=[O:8])=[CH:5][CH:4]=1.Cl, predict the reaction product. The product is: [CH3:1][O:2][C:3]1[CH:4]=[CH:5][C:6]([C:7]([NH:9][C:10]2[C:11]([NH:16][C:17]([CH:19]3[CH2:20][CH2:21][NH:22][CH2:23][CH2:24]3)=[O:18])=[CH:12][CH:13]=[CH:14][CH:15]=2)=[O:8])=[CH:32][CH:33]=1. (5) Given the reactants [CH3:1][O:2][C:3](=[O:12])[CH2:4][C:5]1([CH2:8][CH2:9][CH2:10]Br)[CH2:7][CH2:6]1.[N-:13]=[N+:14]=[N-:15].[Na+], predict the reaction product. The product is: [CH3:1][O:2][C:3](=[O:12])[CH2:4][C:5]1([CH2:8][CH2:9][CH2:10][N:13]=[N+:14]=[N-:15])[CH2:7][CH2:6]1. (6) Given the reactants [F:1][C:2]1[CH:3]=[C:4]([N:9]([CH2:16][CH2:17][CH2:18][O:19]C2CCCCO2)[C:10]2[NH:14][C:13]([NH2:15])=[N:12][N:11]=2)[CH:5]=[CH:6][C:7]=1[F:8].Cl, predict the reaction product. The product is: [NH2:15][C:13]1[NH:14][C:10]([N:9]([C:4]2[CH:5]=[CH:6][C:7]([F:8])=[C:2]([F:1])[CH:3]=2)[CH2:16][CH2:17][CH2:18][OH:19])=[N:11][N:12]=1. (7) Given the reactants [CH:1]1([CH2:4][N:5]([S:25]([C:28]2[CH:33]=[CH:32][CH:31]=[CH:30][N:29]=2)(=[O:27])=[O:26])[C:6]2[CH:7]=[C:8]([O:20][CH2:21][CH2:22][O:23][CH3:24])[CH:9]=[C:10]3[C:14]=2[NH:13][C:12]([C:15]([O:17]CC)=[O:16])=[CH:11]3)[CH2:3][CH2:2]1.[OH-].[Na+], predict the reaction product. The product is: [CH:1]1([CH2:4][N:5]([S:25]([C:28]2[CH:33]=[CH:32][CH:31]=[CH:30][N:29]=2)(=[O:27])=[O:26])[C:6]2[CH:7]=[C:8]([O:20][CH2:21][CH2:22][O:23][CH3:24])[CH:9]=[C:10]3[C:14]=2[NH:13][C:12]([C:15]([OH:17])=[O:16])=[CH:11]3)[CH2:3][CH2:2]1. (8) Given the reactants [CH2:1]([O:3][C:4](=[O:31])[C:5]([CH3:30])([CH:11]1[CH2:20][CH2:19][C:18]2[C:13](=[CH:14][CH:15]=[C:16]([CH2:21][CH2:22][CH2:23][CH2:24][CH2:25][CH2:26][CH2:27][CH3:28])[CH:17]=2)[C:12]1=O)[C:6]([O:8][CH2:9][CH3:10])=[O:7])[CH3:2].C(Cl)Cl.C([SiH](CC)CC)C, predict the reaction product. The product is: [CH3:30][C:5]([CH:11]1[CH2:20][CH2:19][C:18]2[C:13](=[CH:14][CH:15]=[C:16]([CH2:21][CH2:22][CH2:23][CH2:24][CH2:25][CH2:26][CH2:27][CH3:28])[CH:17]=2)[CH2:12]1)([C:4]([O:3][CH2:1][CH3:2])=[O:31])[C:6]([O:8][CH2:9][CH3:10])=[O:7]. (9) Given the reactants [F:1][C:2]1[CH:10]=[C:9]2[C:5]([C:6]([C:12]3[N:13]=[C:14]4[C:20]([CH:21]=[O:22])=[CH:19][N:18]([CH2:23][O:24][CH2:25][CH2:26][Si:27]([CH3:30])([CH3:29])[CH3:28])[C:15]4=[N:16][CH:17]=3)=[N:7][N:8]2[CH3:11])=[CH:4][CH:3]=1.S(=O)(=O)([OH:33])N.Cl([O-])=O.[Na+].P([O-])(O)(O)=O.[K+], predict the reaction product. The product is: [F:1][C:2]1[CH:10]=[C:9]2[C:5]([C:6]([C:12]3[N:13]=[C:14]4[C:20]([C:21]([OH:33])=[O:22])=[CH:19][N:18]([CH2:23][O:24][CH2:25][CH2:26][Si:27]([CH3:30])([CH3:29])[CH3:28])[C:15]4=[N:16][CH:17]=3)=[N:7][N:8]2[CH3:11])=[CH:4][CH:3]=1. (10) The product is: [Br:1][C:2]1[CH:17]=[CH:16][C:5]2[NH:6][C:7]([CH2:9][OH:10])=[N:8][C:4]=2[CH:3]=1. Given the reactants [Br:1][C:2]1[CH:17]=[CH:16][C:5]2[N:6](CCC(C)C)[C:7]([CH2:9][OH:10])=[N:8][C:4]=2[CH:3]=1.BrC1C(N)=C(N)C=CC=1, predict the reaction product.